From a dataset of Peptide-MHC class I binding affinity with 185,985 pairs from IEDB/IMGT. Regression. Given a peptide amino acid sequence and an MHC pseudo amino acid sequence, predict their binding affinity value. This is MHC class I binding data. (1) The peptide sequence is RLGYILEEI. The MHC is HLA-A32:01 with pseudo-sequence HLA-A32:01. The binding affinity (normalized) is 0.352. (2) The peptide sequence is WALCEVLTL. The MHC is HLA-A02:01 with pseudo-sequence HLA-A02:01. The binding affinity (normalized) is 0.470. (3) The peptide sequence is FLLMDALKL. The MHC is HLA-B27:05 with pseudo-sequence HLA-B27:05. The binding affinity (normalized) is 0.0847. (4) The peptide sequence is GYVTHGFNL. The MHC is HLA-A26:01 with pseudo-sequence HLA-A26:01. The binding affinity (normalized) is 0.